Predict the reactants needed to synthesize the given product. From a dataset of Full USPTO retrosynthesis dataset with 1.9M reactions from patents (1976-2016). (1) Given the product [OH:12][C:13]1[CH:42]=[CH:41][C:40]([N:43]2[CH2:48][CH2:47][CH2:46][CH2:45][CH2:44]2)=[CH:39][C:14]=1[C:15]([NH:17][C:18]1[CH:30]=[C:29]([C:31]2[CH:36]=[CH:35][CH:34]=[CH:33][C:32]=2[O:37][CH3:38])[CH:28]=[CH:27][C:19]=1[C:20]([O:22][C:23]([CH3:25])([CH3:24])[CH3:26])=[O:21])=[O:16], predict the reactants needed to synthesize it. The reactants are: O1CCOCC1.[OH-].[Na+].C([O:12][C:13]1[CH:42]=[CH:41][C:40]([N:43]2[CH2:48][CH2:47][CH2:46][CH2:45][CH2:44]2)=[CH:39][C:14]=1[C:15]([NH:17][C:18]1[CH:30]=[C:29]([C:31]2[CH:36]=[CH:35][CH:34]=[CH:33][C:32]=2[O:37][CH3:38])[CH:28]=[CH:27][C:19]=1[C:20]([O:22][C:23]([CH3:26])([CH3:25])[CH3:24])=[O:21])=[O:16])(=O)C.C(O)(=O)CC(CC(O)=O)(C(O)=O)O. (2) Given the product [Cl:1][C:2]1[C:3]([CH2:16][NH:39][C:32]2[CH:31]=[C:30]3[C:35]([CH2:36][CH2:37][CH:28]([C:23]4[C:22]([F:21])=[CH:27][CH:26]=[CH:25][N:24]=4)[O:29]3)=[CH:34][C:33]=2[CH3:38])=[C:4]([NH2:15])[C:5]([C:8]2[C:9]([CH3:14])=[N:10][O:11][C:12]=2[CH3:13])=[N:6][CH:7]=1, predict the reactants needed to synthesize it. The reactants are: [Cl:1][C:2]1[C:3]([CH:16](OC)OC)=[C:4]([NH2:15])[C:5]([C:8]2[C:9]([CH3:14])=[N:10][O:11][C:12]=2[CH3:13])=[N:6][CH:7]=1.[F:21][C:22]1[C:23]([CH:28]2[CH2:37][CH2:36][C:35]3[C:30](=[CH:31][C:32]([NH2:39])=[C:33]([CH3:38])[CH:34]=3)[O:29]2)=[N:24][CH:25]=[CH:26][CH:27]=1.O.C1(C)C=CC(S(O)(=O)=O)=CC=1.C(=O)([O-])O.[Na+]. (3) Given the product [Br:32][CH2:2][CH2:3][O:4][CH2:5][CH2:6][C:7]([O:9][CH2:10][CH3:11])=[O:8], predict the reactants needed to synthesize it. The reactants are: O[CH2:2][CH2:3][O:4][CH2:5][CH2:6][C:7]([O:9][CH2:10][CH3:11])=[O:8].C1(P(C2C=CC=CC=2)C2C=CC=CC=2)C=CC=CC=1.C(Br)(Br)(Br)[Br:32]. (4) Given the product [O:41]1[CH2:42][CH2:43][N:38]([C:2]2[CH:7]=[C:6]([N:8]([CH2:9][O:10][CH2:11][CH2:12][Si:13]([CH3:15])([CH3:14])[CH3:16])[CH2:17][O:18][CH2:19][CH2:20][Si:21]([CH3:22])([CH3:23])[CH3:24])[N:5]3[N:25]=[CH:26][C:27]([C:28]4[CH:29]=[N:30][C:31]5[C:36]([CH:37]=4)=[CH:35][CH:34]=[CH:33][CH:32]=5)=[C:4]3[N:3]=2)[CH2:39][CH2:40]1, predict the reactants needed to synthesize it. The reactants are: Cl[C:2]1[CH:7]=[C:6]([N:8]([CH2:17][O:18][CH2:19][CH2:20][Si:21]([CH3:24])([CH3:23])[CH3:22])[CH2:9][O:10][CH2:11][CH2:12][Si:13]([CH3:16])([CH3:15])[CH3:14])[N:5]2[N:25]=[CH:26][C:27]([C:28]3[CH:29]=[N:30][C:31]4[C:36]([CH:37]=3)=[CH:35][CH:34]=[CH:33][CH:32]=4)=[C:4]2[N:3]=1.[NH:38]1[CH2:43][CH2:42][O:41][CH2:40][CH2:39]1.C([O-])(O)=O.[Na+]. (5) Given the product [NH2:13][C:12]1[N:5]([CH2:4][C:3]2[CH:7]=[CH:8][CH:9]=[C:10]([F:11])[C:2]=2[F:1])[N:6]=[C:15]([C:16]([O:18][CH2:19][CH3:20])=[O:17])[CH:14]=1, predict the reactants needed to synthesize it. The reactants are: [F:1][C:2]1[C:10]([F:11])=[CH:9][CH:8]=[CH:7][C:3]=1[CH2:4][NH:5][NH2:6].[C:12](/[CH:14]=[C:15](/[O-])\[C:16]([O:18][CH2:19][CH3:20])=[O:17])#[N:13].[Na+].FC(F)(F)C(O)=O. (6) Given the product [F:41][C:42]([F:48])([F:47])[S:43]([O-:46])(=[O:45])=[O:44].[C:9]1([S+:7]([C:1]2[CH:2]=[CH:3][CH:4]=[CH:5][CH:6]=2)[C:18]2[CH:19]=[CH:20][C:15]([CH2:21][C:22]3[CH:23]=[CH:24][CH:25]=[CH:26][CH:27]=3)=[CH:16][CH:17]=2)[CH:10]=[CH:11][CH:12]=[CH:13][CH:14]=1, predict the reactants needed to synthesize it. The reactants are: [C:1]1([S:7]([C:9]2[CH:14]=[CH:13][CH:12]=[CH:11][CH:10]=2)=O)[CH:6]=[CH:5][CH:4]=[CH:3][CH:2]=1.[C:15]1([CH2:21][C:22]2[CH:27]=[CH:26][CH:25]=[CH:24][CH:23]=2)[CH:20]=[CH:19][CH:18]=[CH:17][CH:16]=1.FC(F)(F)C(OC(=O)C(F)(F)F)=O.[F:41][C:42]([F:48])([F:47])[S:43]([OH:46])(=[O:45])=[O:44]. (7) Given the product [CH3:16][C:11]1([CH3:17])[C:12]([CH3:15])([CH3:14])[O:13][B:9]([C:5]2[CH:6]=[CH:7][C:2]([NH2:1])=[N:3][CH:4]=2)[O:10]1, predict the reactants needed to synthesize it. The reactants are: [NH2:1][C:2]1[CH:7]=[CH:6][C:5](Br)=[CH:4][N:3]=1.[B:9]1([B:9]2[O:13][C:12]([CH3:15])([CH3:14])[C:11]([CH3:17])([CH3:16])[O:10]2)[O:13][C:12]([CH3:15])([CH3:14])[C:11]([CH3:17])([CH3:16])[O:10]1.C([O-])(=O)C.[K+]. (8) Given the product [F:1][C:2]1[N:7]=[C:6]([C:8]2[N:9]([CH2:13][C:14]3[N:15]=[CH:16][C:17]([C:23](=[O:28])[CH3:24])=[N:18][C:19]=3[CH2:20][CH2:21][CH3:22])[CH:10]=[CH:11][N:12]=2)[CH:5]=[CH:4][CH:3]=1, predict the reactants needed to synthesize it. The reactants are: [F:1][C:2]1[N:7]=[C:6]([C:8]2[N:9]([CH2:13][C:14]3[N:15]=[CH:16][C:17]([CH:23](NC=O)[CH3:24])=[N:18][C:19]=3[CH2:20][CH2:21][CH3:22])[CH:10]=[CH:11][N:12]=2)[CH:5]=[CH:4][CH:3]=1.[O:28]=P(Cl)(Cl)Cl.